From a dataset of Reaction yield outcomes from USPTO patents with 853,638 reactions. Predict the reaction yield, written as a fraction of the theoretical maximum amount of product (1.0 means a 100% yield; for example, 0.34 means a 34% yield). The reactants are [OH-].[Na+].[C:3]([O:7][C:8]([N:10]1[C:21]2[C:13](=[C:14]([F:23])[C:15](=[O:22])[N:16]3[C:20]=2[CH2:19][CH2:18][CH2:17]3)[N:12]([C:24]2[CH:29]=[CH:28][C:27]([Br:30])=[CH:26][C:25]=2[F:31])C1=O)=[O:9])([CH3:6])([CH3:5])[CH3:4]. No catalyst specified. The product is [C:3]([O:7][C:8](=[O:9])[NH:10][C:21]1[C:13]([NH:12][C:24]2[CH:29]=[CH:28][C:27]([Br:30])=[CH:26][C:25]=2[F:31])=[C:14]([F:23])[C:15](=[O:22])[N:16]2[C:20]=1[CH2:19][CH2:18][CH2:17]2)([CH3:6])([CH3:4])[CH3:5]. The yield is 0.280.